Dataset: Full USPTO retrosynthesis dataset with 1.9M reactions from patents (1976-2016). Task: Predict the reactants needed to synthesize the given product. (1) The reactants are: [CH2:1]([O:8][C@H:9]1[C@H:14]([O:15][CH2:16][C:17]2[CH:22]=[CH:21][CH:20]=[CH:19][CH:18]=2)[C@@H:13]([O:23][CH2:24][C:25]2[CH:30]=[CH:29][CH:28]=[CH:27][CH:26]=2)[C@@:12]([C:33]2[CH:38]=[CH:37][C:36]([Cl:39])=[C:35]([CH2:40][C:41]3[CH:46]=[CH:45][C:44]([O:47][CH2:48][CH3:49])=[C:43]([F:50])[CH:42]=3)[CH:34]=2)([O:31][CH3:32])[O:11][C@@H:10]1[CH:51]=[O:52])[C:2]1[CH:7]=[CH:6][CH:5]=[CH:4][CH:3]=1.[CH2:53]=[O:54].[OH-].[Na+]. Given the product [CH2:1]([O:8][C@H:9]1[C@H:14]([O:15][CH2:16][C:17]2[CH:22]=[CH:21][CH:20]=[CH:19][CH:18]=2)[C@@H:13]([O:23][CH2:24][C:25]2[CH:30]=[CH:29][CH:28]=[CH:27][CH:26]=2)[C@@:12]([C:33]2[CH:38]=[CH:37][C:36]([Cl:39])=[C:35]([CH2:40][C:41]3[CH:46]=[CH:45][C:44]([O:47][CH2:48][CH3:49])=[C:43]([F:50])[CH:42]=3)[CH:34]=2)([O:31][CH3:32])[O:11][C@:10]1([CH2:53][OH:54])[CH:51]=[O:52])[C:2]1[CH:7]=[CH:6][CH:5]=[CH:4][CH:3]=1, predict the reactants needed to synthesize it. (2) Given the product [N+:7]([C@H:6]1[C@H:17]([C:12]2[CH:13]=[CH:14][CH:15]=[CH:16][C:11]=2[CH3:19])[NH:24][C:3](=[O:2])[CH2:4][CH2:5]1)([O-:9])=[O:8], predict the reactants needed to synthesize it. The reactants are: C[O:2][C:3](=O)[CH2:4][CH2:5][CH2:6][N+:7]([O-:9])=[O:8].[C:11]1([CH3:19])[C:12]([CH:17]=O)=[CH:13][CH:14]=[CH:15][CH:16]=1.C([O-])(=O)C.[NH4+:24].